Dataset: Forward reaction prediction with 1.9M reactions from USPTO patents (1976-2016). Task: Predict the product of the given reaction. Given the reactants [CH2:1]([CH:4]([CH2:25][CH2:26][CH3:27])[C:5]([NH:7][C:8]1[CH:9]=[C:10](/[CH:14]=[CH:15]/[CH2:16][NH:17][C:18](=[O:24])[O:19][C:20]([CH3:23])([CH3:22])[CH3:21])[CH:11]=[CH:12][CH:13]=1)=[O:6])[CH2:2][CH3:3], predict the reaction product. The product is: [CH2:25]([CH:4]([CH2:1][CH2:2][CH3:3])[C:5]([NH:7][C:8]1[CH:9]=[C:10]([CH2:14][CH2:15][CH2:16][NH:17][C:18](=[O:24])[O:19][C:20]([CH3:23])([CH3:22])[CH3:21])[CH:11]=[CH:12][CH:13]=1)=[O:6])[CH2:26][CH3:27].